Dataset: Catalyst prediction with 721,799 reactions and 888 catalyst types from USPTO. Task: Predict which catalyst facilitates the given reaction. (1) Reactant: [Cl:1][C:2]1[CH:3]=[C:4]2[C:10](B3OC(C)(C)C(C)(C)O3)=[CH:9][N:8]([S:20]([C:23]3[CH:28]=[CH:27][C:26]([CH3:29])=[CH:25][CH:24]=3)(=[O:22])=[O:21])[C:5]2=[N:6][CH:7]=1.C([O-])(=O)C.Cl[C:35]1[N:40]=[C:39]([NH:41][C@H:42]2[CH2:47][CH2:46][CH2:45][C@@:44]([CH2:49][C:50]([O:52][CH2:53][CH3:54])=[O:51])([OH:48])[CH2:43]2)[C:38]([F:55])=[CH:37][N:36]=1.C([O-])([O-])=O.[Na+].[Na+]. Product: [Cl:1][C:2]1[CH:3]=[C:4]2[C:10]([C:35]3[N:40]=[C:39]([NH:41][C@H:42]4[CH2:47][CH2:46][CH2:45][C@@:44]([CH2:49][C:50]([O:52][CH2:53][CH3:54])=[O:51])([OH:48])[CH2:43]4)[C:38]([F:55])=[CH:37][N:36]=3)=[CH:9][N:8]([S:20]([C:23]3[CH:28]=[CH:27][C:26]([CH3:29])=[CH:25][CH:24]=3)(=[O:22])=[O:21])[C:5]2=[N:6][CH:7]=1. The catalyst class is: 790. (2) Reactant: [Cl:1][C:2]1[CH:9]=[CH:8][C:5]([CH:6]=O)=[CH:4][CH:3]=1.[OH-].[K+].[CH3:12][CH2:13][C:14](=[O:17])[CH2:15][CH3:16].Cl. Product: [Cl:1][C:2]1[CH:9]=[CH:8][C:5]([CH:6]=[C:13]([CH3:12])[C:14](=[O:17])[CH2:15][CH3:16])=[CH:4][CH:3]=1. The catalyst class is: 6. (3) Reactant: [Cl-].O[NH3+:3].[C:4](=[O:7])([O-])[OH:5].[Na+].CS(C)=O.[O:13]1[C:17]2[CH:18]=[CH:19][C:20]([C:22]3[C:27](=[O:28])[N:26]([CH2:29][C:30]4[CH:35]=[CH:34][C:33]([C:36]5[C:37]([C:42]#[N:43])=[CH:38][CH:39]=[CH:40][CH:41]=5)=[CH:32][CH:31]=4)[C:25]([CH2:44][CH2:45][CH3:46])=[N:24][C:23]=3[CH2:47][CH3:48])=[CH:21][C:16]=2[CH2:15][CH2:14]1. Product: [O:13]1[C:17]2[CH:18]=[CH:19][C:20]([C:22]3[C:27](=[O:28])[N:26]([CH2:29][C:30]4[CH:35]=[CH:34][C:33]([C:36]5[CH:41]=[CH:40][CH:39]=[CH:38][C:37]=5[C:42]5[NH:3][C:4](=[O:7])[O:5][N:43]=5)=[CH:32][CH:31]=4)[C:25]([CH2:44][CH2:45][CH3:46])=[N:24][C:23]=3[CH2:47][CH3:48])=[CH:21][C:16]=2[CH2:15][CH2:14]1. The catalyst class is: 6. (4) Reactant: [CH2:1]([O:8][C:9]1[C:14]2[C:15]([NH:34][C:35]3[CH:40]=[CH:39][CH:38]=[C:37]([S:41](=[O:46])(=[O:45])[N:42]([CH3:44])[CH3:43])[CH:36]=3)=[N:16][N:17]([C:18]3([CH2:31][C:32]#[N:33])[CH2:23][CH2:22][N:21](C(OC(C)(C)C)=O)[CH2:20][CH2:19]3)[C:13]=2[CH:12]=[CH:11][N:10]=1)[C:2]1[CH:7]=[CH:6][CH:5]=[CH:4][CH:3]=1. Product: [CH2:1]([O:8][C:9]1[C:14]2[C:15]([NH:34][C:35]3[CH:36]=[C:37]([S:41]([N:42]([CH3:43])[CH3:44])(=[O:45])=[O:46])[CH:38]=[CH:39][CH:40]=3)=[N:16][N:17]([C:18]3([CH2:31][C:32]#[N:33])[CH2:23][CH2:22][NH:21][CH2:20][CH2:19]3)[C:13]=2[CH:12]=[CH:11][N:10]=1)[C:2]1[CH:7]=[CH:6][CH:5]=[CH:4][CH:3]=1. The catalyst class is: 2. (5) Reactant: [C:1]([CH:5]([N:10]([C:23](=[O:35])[C:24]1[CH:29]=[C:28]([O:30][CH3:31])[C:27]([CH3:32])=[C:26]([O:33][CH3:34])[CH:25]=1)[NH:11][C:12](=[O:22])[C:13]1[CH:18]=[CH:17][CH:16]=[C:15]([O:19][CH3:20])[C:14]=1[CH3:21])[CH2:6][CH2:7][CH2:8]C)([CH3:4])([CH3:3])[CH3:2].[C:36](OCC)(=O)C. Product: [C:1]([CH:5]([N:10]([C:23](=[O:35])[C:24]1[CH:25]=[C:26]([O:33][CH3:34])[C:27]([CH3:32])=[C:28]([O:30][CH3:31])[CH:29]=1)[NH:11][C:12](=[O:22])[C:13]1[CH:18]=[CH:17][CH:16]=[C:15]([O:19][CH3:20])[C:14]=1[CH2:21][CH3:36])[CH2:6][CH2:7][CH3:8])([CH3:4])([CH3:3])[CH3:2]. The catalyst class is: 81. (6) Reactant: [Cl:1][C:2]1[CH:3]=[C:4]([C:11]2[CH:16]=[CH:15][C:14]([CH:17]([NH:19][S@@](C(C)(C)C)=O)[CH3:18])=[CH:13][CH:12]=2)[C:5]([O:8][CH2:9][CH3:10])=[N:6][CH:7]=1.Cl. Product: [Cl:1][C:2]1[CH:3]=[C:4]([C:11]2[CH:16]=[CH:15][C:14]([C@H:17]([NH2:19])[CH3:18])=[CH:13][CH:12]=2)[C:5]([O:8][CH2:9][CH3:10])=[N:6][CH:7]=1. The catalyst class is: 459. (7) Reactant: [NH2:1][C:2]1[CH:3]=[C:4]2[C:8](=[CH:9][C:10]=1[N+:11]([O-:13])=[O:12])[C:7](=[O:14])[CH2:6][CH2:5]2.[C:15](O[C:15]([O:16][CH2:17][CH3:18])=[O:19])(=[O:19])[O:16][CH2:17][CH3:18]. Product: [N+:11]([C:10]1[CH:9]=[C:8]2[C:4]([CH2:5][CH2:6][C:7]2=[O:14])=[CH:3][C:2]=1[NH:1][C:15](=[O:19])[O:16][CH2:17][CH3:18])([O-:13])=[O:12]. The catalyst class is: 8. (8) Reactant: [CH3:1][N:2]1[C:6]2[CH:7]=[CH:8][C:9]([N+:11]([O-])=O)=[CH:10][C:5]=2[N:4]=[CH:3]1. Product: [CH3:1][N:2]1[C:6]2[CH:7]=[CH:8][C:9]([NH2:11])=[CH:10][C:5]=2[N:4]=[CH:3]1. The catalyst class is: 50. (9) Reactant: [NH2:1][C:2]1[N:3]([CH3:8])[O:4][C:5](=[O:7])[CH:6]=1.[N:9]1[O:10][N:11]=[C:12]2[CH:17]=[C:16]([CH:18]=O)[CH:15]=[CH:14][C:13]=12.[O:20]1[CH2:25][C:24](=O)[CH2:23][C:22](=[O:27])[CH2:21]1. Product: [N:9]1[O:10][N:11]=[C:12]2[CH:17]=[C:16]([CH:18]3[C:23]4[C:22](=[O:27])[CH2:21][O:20][CH2:25][C:24]=4[NH:1][C:2]4[N:3]([CH3:8])[O:4][C:5](=[O:7])[C:6]3=4)[CH:15]=[CH:14][C:13]=12. The catalyst class is: 8.